This data is from Reaction yield outcomes from USPTO patents with 853,638 reactions. The task is: Predict the reaction yield, written as a fraction of the theoretical maximum amount of product (1.0 means a 100% yield; for example, 0.34 means a 34% yield). The reactants are C(C1NC2C(=NC=NC=2N2CCN(C(=O)[CH2:19][C:20]3[CH:25]=[CH:24][CH:23]=[CH:22][CH:21]=3)CC2)N=1)C.[CH2:27]([C:29]1[N:34]=[C:33]([N:35]2[CH2:40][CH2:39][N:38]([C:41](OC(C)(C)C)=[O:42])[CH2:37][CH2:36]2)[C:32]2[CH:48]=[C:49]([CH2:51][CH3:52])[S:50][C:31]=2[N:30]=1)[CH3:28]. No catalyst specified. The product is [CH2:27]([C:29]1[N:34]=[C:33]([N:35]2[CH2:36][CH2:37][N:38]([C:41](=[O:42])[CH2:19][C:20]3[CH:25]=[CH:24][CH:23]=[CH:22][CH:21]=3)[CH2:39][CH2:40]2)[C:32]2[CH:48]=[C:49]([CH2:51][CH3:52])[S:50][C:31]=2[N:30]=1)[CH3:28]. The yield is 0.270.